This data is from Full USPTO retrosynthesis dataset with 1.9M reactions from patents (1976-2016). The task is: Predict the reactants needed to synthesize the given product. (1) Given the product [CH2:18]([N:25]1[C:29](=[O:30])[C:28](=[CH:1][C:3]2[O:7][C:6]([C:8]3[CH:9]=[CH:10][C:11]([S:14]([NH2:17])(=[O:15])=[O:16])=[CH:12][CH:13]=3)=[CH:5][CH:4]=2)[S:27][C:26]1=[S:31])[C:19]1[CH:20]=[CH:21][CH:22]=[CH:23][CH:24]=1, predict the reactants needed to synthesize it. The reactants are: [CH:1]([C:3]1[O:7][C:6]([C:8]2[CH:13]=[CH:12][C:11]([S:14]([NH-:17])(=[O:16])=[O:15])=[CH:10][CH:9]=2)=[CH:5][CH:4]=1)=O.[CH2:18]([N:25]1[C:29](=[O:30])[CH2:28][S:27][C:26]1=[S:31])[C:19]1[CH:24]=[CH:23][CH:22]=[CH:21][CH:20]=1. (2) Given the product [Cl:1][C:2]1[CH:3]=[CH:4][C:5]([CH:8]([C:13](=[O:15])[CH3:14])[C:9]([O:11][CH3:12])=[O:10])=[CH:6][CH:7]=1, predict the reactants needed to synthesize it. The reactants are: [Cl:1][C:2]1[CH:7]=[CH:6][C:5]([CH2:8][C:9]([O:11][CH3:12])=[O:10])=[CH:4][CH:3]=1.[C:13](OCC)(=[O:15])[CH3:14]. (3) Given the product [N:19]1[CH:20]=[CH:21][CH:22]=[CH:23][C:18]=1[CH2:17][N:6]1[CH2:7][CH2:8][N:3]([C:9]([O:11][C:12]([CH3:15])([CH3:14])[CH3:13])=[O:10])[CH2:4][CH2:5]1, predict the reactants needed to synthesize it. The reactants are: [H-].[Na+].[N:3]1([C:9]([O:11][C:12]([CH3:15])([CH3:14])[CH3:13])=[O:10])[CH2:8][CH2:7][NH:6][CH2:5][CH2:4]1.Br[CH2:17][C:18]1[CH:23]=[CH:22][CH:21]=[CH:20][N:19]=1. (4) Given the product [C:1]([C:3]1([NH:6][C:7]([C@@H:9]2[CH2:13][C@@H:12]([S:14]([C:17]3[CH:22]=[CH:21][CH:20]=[CH:19][C:18]=3[O:23][C:24]([F:27])([F:25])[F:26])(=[O:16])=[O:15])[CH2:11][N:10]2[C:38]([C:35]2([N:29]3[CH2:34][CH2:33][CH2:32][CH2:31][CH2:30]3)[CH2:36][CH2:37]2)=[O:39])=[O:8])[CH2:4][CH2:5]1)#[N:2], predict the reactants needed to synthesize it. The reactants are: [C:1]([C:3]1([NH:6][C:7]([C@@H:9]2[CH2:13][C@@H:12]([S:14]([C:17]3[CH:22]=[CH:21][CH:20]=[CH:19][C:18]=3[O:23][C:24]([F:27])([F:26])[F:25])(=[O:16])=[O:15])[CH2:11][NH:10]2)=[O:8])[CH2:5][CH2:4]1)#[N:2].Cl.[N:29]1([C:35]2([C:38](O)=[O:39])[CH2:37][CH2:36]2)[CH2:34][CH2:33][CH2:32][CH2:31][CH2:30]1. (5) Given the product [CH2:1]([N:3]1[CH2:26][CH2:25][C:6]2[N:7]([CH:15]=[CH:16][C:18]3[CH:19]=[CH:20][C:21]([CH3:24])=[CH:22][CH:23]=3)[C:8]3[CH:9]=[CH:10][C:11]([CH3:14])=[CH:12][C:13]=3[C:5]=2[CH2:4]1)[CH3:2], predict the reactants needed to synthesize it. The reactants are: [CH2:1]([N:3]1[CH2:26][CH2:25][C:6]2[N:7]([CH2:15][CH:16]([C:18]3[CH:23]=[CH:22][C:21]([CH3:24])=[CH:20][CH:19]=3)O)[C:8]3[CH:9]=[CH:10][C:11]([CH3:14])=[CH:12][C:13]=3[C:5]=2[CH2:4]1)[CH3:2].S(=O)(=O)(O)O.[OH-].[K+]. (6) The reactants are: C([O:4][CH2:5][C:6]1[CH:11]=[CH:10][C:9]([CH2:12][N:13]2[C:21](Br)=[N:20][C:19]3[C:14]2=[N:15][C:16]([CH2:24][CH2:25][CH2:26][CH3:27])=[N:17][C:18]=3[NH2:23])=[CH:8][CH:7]=1)(=O)C.[OH-:28].[Na+].Cl.[CH3:31]O. Given the product [NH2:23][C:18]1[N:17]=[C:16]([CH2:24][CH2:25][CH2:26][CH3:27])[N:15]=[C:14]2[C:19]=1[N:20]=[C:21]([O:28][CH3:31])[N:13]2[CH2:12][C:9]1[CH:10]=[CH:11][C:6]([CH2:5][OH:4])=[CH:7][CH:8]=1, predict the reactants needed to synthesize it. (7) Given the product [Cl:1][C:2]1[CH:7]=[C:6]([NH:8][C:9]2[N:14]=[C:13]([C:15]3[CH:20]=[CH:19][N:18]=[C:17]([NH:28][CH:25]([CH2:24][O:23][CH3:22])[CH2:26][CH3:27])[CH:16]=3)[CH:12]=[CH:11][N:10]=2)[CH:5]=[CH:4][N:3]=1, predict the reactants needed to synthesize it. The reactants are: [Cl:1][C:2]1[CH:7]=[C:6]([NH:8][C:9]2[N:14]=[C:13]([C:15]3[CH:20]=[CH:19][N:18]=[C:17](Cl)[CH:16]=3)[CH:12]=[CH:11][N:10]=2)[CH:5]=[CH:4][N:3]=1.[CH3:22][O:23][CH2:24][CH:25]([NH2:28])[CH2:26][CH3:27].ClCCl.